This data is from Peptide-MHC class I binding affinity with 185,985 pairs from IEDB/IMGT. The task is: Regression. Given a peptide amino acid sequence and an MHC pseudo amino acid sequence, predict their binding affinity value. This is MHC class I binding data. The peptide sequence is FLKEEGGL. The MHC is HLA-B15:01 with pseudo-sequence HLA-B15:01. The binding affinity (normalized) is 0.252.